Dataset: Forward reaction prediction with 1.9M reactions from USPTO patents (1976-2016). Task: Predict the product of the given reaction. Given the reactants [F:1][C:2]1[CH:7]=[CH:6][C:5]([CH2:8][OH:9])=[C:4]([CH:10]=[CH2:11])[CH:3]=1.[CH2:12]([O:15][C:16]1([CH3:45])[CH2:21][CH2:20][N:19]([C:22]2[N:27]3[N:28]=[C:29]([CH2:31]I)[CH:30]=[C:26]3[N:25]=[C:24]([CH3:33])[C:23]=2[C@H:34]([O:40][C:41]([CH3:44])([CH3:43])[CH3:42])[C:35]([O:37][CH2:38][CH3:39])=[O:36])[CH2:18][CH2:17]1)[CH:13]=[CH2:14].[H-].[Na+], predict the reaction product. The product is: [CH2:12]([O:15][C:16]1([CH3:45])[CH2:17][CH2:18][N:19]([C:22]2[N:27]3[N:28]=[C:29]([CH2:31][O:9][CH2:8][C:5]4[CH:6]=[CH:7][C:2]([F:1])=[CH:3][C:4]=4[CH:10]=[CH2:11])[CH:30]=[C:26]3[N:25]=[C:24]([CH3:33])[C:23]=2[C@H:34]([O:40][C:41]([CH3:44])([CH3:43])[CH3:42])[C:35]([O:37][CH2:38][CH3:39])=[O:36])[CH2:20][CH2:21]1)[CH:13]=[CH2:14].